Dataset: Full USPTO retrosynthesis dataset with 1.9M reactions from patents (1976-2016). Task: Predict the reactants needed to synthesize the given product. (1) The reactants are: [C:1]([O:4][C:5]([CH3:16])([CH3:15])[CH2:6][NH:7]C(OC(C)(C)C)=O)(=[O:3])[CH3:2].[ClH:17]. Given the product [ClH:17].[C:1]([O:4][C:5]([CH3:16])([CH3:15])[CH2:6][NH2:7])(=[O:3])[CH3:2], predict the reactants needed to synthesize it. (2) Given the product [Br:1][C:2]1[CH:3]=[CH:4][C:5]2[O:9][CH2:10][CH2:11][CH2:12][NH:8][C:6]=2[N:7]=1, predict the reactants needed to synthesize it. The reactants are: [Br:1][C:2]1[N:7]=[C:6]([NH2:8])[C:5]([O:9][CH2:10][CH2:11][CH2:12]Br)=[CH:4][CH:3]=1.[H-].[Na+].[NH4+].[Cl-].O.